This data is from Forward reaction prediction with 1.9M reactions from USPTO patents (1976-2016). The task is: Predict the product of the given reaction. (1) Given the reactants C(OC([N:8]1[CH2:13][CH2:12][N:11]([C:14]2[CH:19]=[N:18][C:17]([Br:20])=[C:16]([O:21][CH2:22][C:23]3[CH:28]=[CH:27][CH:26]=[C:25]([Cl:29])[CH:24]=3)[N:15]=2)[CH2:10][CH2:9]1)=O)(C)(C)C.[CH3:30][S:31]([OH:34])(=[O:33])=[O:32].CCOCC, predict the reaction product. The product is: [CH3:30][S:31]([OH:34])(=[O:33])=[O:32].[Br:20][C:17]1[N:18]=[CH:19][C:14]([N:11]2[CH2:12][CH2:13][NH:8][CH2:9][CH2:10]2)=[N:15][C:16]=1[O:21][CH2:22][C:23]1[CH:28]=[CH:27][CH:26]=[C:25]([Cl:29])[CH:24]=1. (2) Given the reactants C(N(CC)CC)C.[C:8](Cl)(=[O:10])[CH3:9].[NH:12]1[CH2:17][CH2:16][CH2:15][CH2:14][CH:13]1[CH2:18][NH:19][C:20]1[CH:25]=[CH:24][N:23]=[C:22]([C:26]2[N:30]3[CH:31]=[C:32]([C:35]#[N:36])[CH:33]=[CH:34][C:29]3=[N:28][CH:27]=2)[N:21]=1, predict the reaction product. The product is: [C:8]([N:12]1[CH2:17][CH2:16][CH2:15][CH2:14][CH:13]1[CH2:18][NH:19][C:20]1[CH:25]=[CH:24][N:23]=[C:22]([C:26]2[N:30]3[CH:31]=[C:32]([C:35]#[N:36])[CH:33]=[CH:34][C:29]3=[N:28][CH:27]=2)[N:21]=1)(=[O:10])[CH3:9]. (3) The product is: [CH:24]1([NH:30][CH2:2][C:3]([N:5]2[CH2:10][CH2:9][CH:8]([S:11]([C:14]3[CH:19]=[CH:18][CH:17]=[C:16]([C:20]([F:23])([F:22])[F:21])[CH:15]=3)(=[O:13])=[O:12])[CH2:7][CH2:6]2)=[O:4])[CH2:29][CH2:28][CH2:27][CH2:26][CH2:25]1. Given the reactants Cl[CH2:2][C:3]([N:5]1[CH2:10][CH2:9][CH:8]([S:11]([C:14]2[CH:19]=[CH:18][CH:17]=[C:16]([C:20]([F:23])([F:22])[F:21])[CH:15]=2)(=[O:13])=[O:12])[CH2:7][CH2:6]1)=[O:4].[CH:24]1([NH2:30])[CH2:29][CH2:28][CH2:27][CH2:26][CH2:25]1, predict the reaction product. (4) The product is: [Br:1][C:2]1[CH:3]=[CH:4][C:5]([C@@H:8]2[CH2:10][C@H:9]2[C:11]([NH:28][CH:27]2[CH2:25][CH2:26]2)=[O:13])=[CH:6][CH:7]=1. Given the reactants [Br:1][C:2]1[CH:7]=[CH:6][C:5]([C@@H:8]2[CH2:10][C@H:9]2[C:11]([OH:13])=O)=[CH:4][CH:3]=1.CN(C(ON1N=NC2[CH:25]=[CH:26][CH:27]=[N:28]C1=2)=[N+](C)C)C.F[P-](F)(F)(F)(F)F.C1(N)CC1, predict the reaction product. (5) Given the reactants [C:1](=[NH:25])([O:3][CH2:4][CH2:5][C:6]1[CH:11]=[CH:10][C:9]([O:12][C:13]2[CH:18]=[CH:17][C:16]([Cl:19])=[C:15]([C:20]([F:23])([F:22])[F:21])[CH:14]=2)=[C:8]([F:24])[CH:7]=1)[NH2:2].[OH:26]/[CH:27]=[C:28](/[CH2:33][C:34]1[CH:35]=[N:36][CH:37]=[N:38][CH:39]=1)\[C:29](OC)=O.[C:40]([O-:43])([O-])=[O:41].[K+].[K+], predict the reaction product. The product is: [F:21][C:20]([F:23])([F:22])[C:40]([OH:43])=[O:41].[Cl:19][C:16]1[CH:17]=[CH:18][C:13]([O:12][C:9]2[CH:10]=[CH:11][C:6]([CH2:5][CH2:4][O:3][C:1]3[NH:2][CH:29]=[C:28]([CH2:33][C:34]4[CH:39]=[N:38][CH:37]=[N:36][CH:35]=4)[C:27](=[O:26])[N:25]=3)=[CH:7][C:8]=2[F:24])=[CH:14][C:15]=1[C:20]([F:23])([F:21])[F:22].